The task is: Binary Classification. Given a miRNA mature sequence and a target amino acid sequence, predict their likelihood of interaction.. This data is from Experimentally validated miRNA-target interactions with 360,000+ pairs, plus equal number of negative samples. (1) The miRNA is hsa-miR-193b-3p with sequence AACUGGCCCUCAAAGUCCCGCU. The protein sequence of the target gene is MSENLDNEGPKPMESCGQESSSALSCPTVSVPPAAPAALEEVEKEGAGAATGPGPQPGLYSYIRDDLFTSEIFKLELQNVPRHASFSDVRRFLGRFGLQPHKTKLFGQPPCAFVTFRSAAERDKALRVLHGALWKGRPLSVRLARPKADPMARRRRQEGESEPPVTRVADVVTPLWTVPYAEQLERKQLECEQVLQKLAKEIGSTNRALLPWLLEQRHKHNKACCPLEGVRPSPQQTEYRNKCEFLVGVGVDGEDNTVGCRLGKYKGGTCAVAAPFDTVHIPEATKQVVKAFQEFIRSTP.... Result: 1 (interaction). (2) The miRNA is cel-miR-75-3p with sequence UUAAAGCUACCAACCGGCUUCA. The protein sequence of the target gene is MIHELLLALSGYPGSIFTWNKRSGLQVSQDFPFLHPSETSVLNRLCRLGTDYIRFTEFIEQYTGHVQQQDHHPSQQGQGGLHGIYLRAFCTGLDSVLQPYRQALLDLEQEFLGDPHLSISHVNYFLDQFQLLFPSVMVVVEQIKSQKIHGCQILETVYKHSCGGLPPVRSALEKILAVCHGVMYKQLSAWMLHGLLLDQHEEFFIKQGPSSGNVSAQPEEDEEDLGIGGLTGKQLRELQDLRLIEEENMLAPSLKQFSLRVEILPSYIPVRVAEKILFVGESVQMFENQNVNLTRKGSIL.... Result: 0 (no interaction). (3) The miRNA is mmu-miR-1934-5p with sequence UCUGGUCCCCUGCUUCGUCCUCU. The protein sequence of the target gene is MALQSQASEEAKGPWQEADQEQQEPVGSPEPESEPEPEPEPEPVPVPPPEPQPEPQPLPDPAPLPELEFESERVHEPEPTPTVETRGTARGFQPPEGGFGWVVVFAATWCNGSIFGIHNSVGILYSMLLEEEKEKNRQVEFQAAWVGALAMGMIFFCSPIVSIFTDRLGCRITATAGAAVAFIGLHTSSFTSSLSLRYFTYGILFGCGCSFAFQPSLVILGHYFQRRLGLANGVVSAGSSIFSMSFPFLIRMLGDKIKLAQTFQVLSTFMFVLMLLSLTYRPLLPSSQDTPSKRGVRTLH.... Result: 0 (no interaction). (4) The miRNA is hsa-miR-23a-3p with sequence AUCACAUUGCCAGGGAUUUCC. The protein sequence of the target gene is MMMMSLNSKQAFSMPHGGSLHVEPKYSALHSTSPGSSAPIAPSASSPSSSSNAGGGGGGGGGGGGGGGRSSSSSSSGSSGGGGSEAMRRACLPTPPSNIFGGLDESLLARAEALAAVDIVSQSKSHHHHPPHHSPFKPDATYHTMNTIPCTSAASSSSVPISHPSALAGTHHHHHHHHHHHHQPHQALEGELLEHLSPGLALGAMAGPDGAVVSTPAHAPHMATMNPMHQAALSMAHAHGLPSHMGCMSDVDADPRDLEAFAERFKQRRIKLGVTQADVGSALANLKIPGVGSLSQSTIC.... Result: 1 (interaction). (5) The protein sequence of the target gene is MLYLEDYLEMIEQLPMDLRDRFTEMREMDLQVQNAMDQLEQRVSEFFMNAKKNKPEWREEQMASIKKDYYKALEDADEKVQLANQIYDLVDRHLRKLDQELAKFKMELEADNAGITEILERRSLELDAPSQPVNNHHAHSHTPVEKRKYNPTSHHAAADHIPEKKFKSEALLSTLTSDASKENTLGCRNNNSTASCNNAYNVNSSQPLASYNIGSLSSGAGAGAITMAAAQAVQATAQMKEGRRTSSLKASYEAFKNNDFQLGKEFSIPRETAGYSSSSALMTTLTQNASSSATDSRSGR.... The miRNA is hsa-miR-4716-5p with sequence UCCAUGUUUCCUUCCCCCUUCU. Result: 0 (no interaction). (6) The miRNA is hsa-miR-8065 with sequence UGUAGGAACAGUUGAAUUUUGGCU. The protein sequence of the target gene is MQRPGPRLWLVLQVMGSCAAISSMDMERPGDGKCQPIEIPMCKDIGYNMTRMPNLMGHENQREAAIQLHEFAPLVEYGCHGHLRFFLCSLYAPMCTEQVSTPIPACRVMCEQARLKCSPIMEQFNFKWPDSLDCRKLPNKNDPNYLCMEAPNNGSDEPTRGSGLFPPLFRPQRPHSAQEHPLKDGGPGRGGCDNPGKFHHVEKSASCAPLCTPGVDVYWSREDKRFAVVWLAIWAVLCFFSSAFTVLTFLIDPARFRYPERPIIFLSMCYCVYSVGYLIRLFAGAESIACDRDSGQLYVI.... Result: 0 (no interaction). (7) The miRNA is cel-lin-4-5p with sequence UCCCUGAGACCUCAAGUGUGA. The protein sequence of the target gene is MEVPPPAPRSFLCRALCLFPRVFAAEAVTADSEVLEERQKRLPYVPEPYYPESGWDRLRELFGKDEQQRISKDLANICKTAATAGIIGWVYGGIPAFIHAKQQYIEQSQAEIYHNRFDAVQSAHRAATRGFIRYGWRWGWRTAVFVTIFNTVNTSLNVYRNKDALSHFVIAGAVTGSLFRINVGLRGLVAGGIIGALLGTPVGGLLMAFQKYSGETVQERKQKDRKALHELKLEEWKGRLQVTEHLPEKIESSLQEDEPENDAKKIEALLNLPRNPSVIDKQDKD. Result: 0 (no interaction). (8) The miRNA is mmu-miR-465c-3p with sequence GAUCAGGGCCUUUCUAAGUAGA. The protein sequence of the target gene is MDLLSGTYIFAVLLACVVFHSGAQEKNYTIREEMPENVLIGDLLKDLNLSLIPNKSLTTAMQFKLVYKTGDVPLIRIEEDTGEIFTTGARIDREKLCAGIPRDEHCFYEVEVAILPDEIFRLVKIRFLIEDINDNAPLFPATVINISIPENSAINSKYTLPAAVDPDVGINGVQNYELIKSQNIFGLDVIETPEGDKMPQLIVQKELDREEKDTYVMKVKVEDGGFPQRSSTAILQVSVTDTNDNHPVFKETEIEVSIPENAPVGTSVTQLHATDADIGENAKIHFSFSNLVSNIARRLF.... Result: 0 (no interaction). (9) The miRNA is hsa-miR-6858-3p with sequence CAGCCAGCCCCUGCUCACCCCU. The protein sequence of the target gene is MALPPAAAPPGANEPLDKALSALPPEPGGVPLHSPWTFWLDRSLPGATAAECASNLKKIYTVQTVQIFWSVYNNIPPVTSLPLRCSYHLMRGERRPLWEEESNAKGGVWKMKVPKDSTSTVWKELLLATIGEQFTDCAAADDEIIGVSVSVRDREDVVQVWNVNASLVGEATVLEKIHQLLPHIAFKAVFYKPHEEHHAFEGGRGKH. Result: 0 (no interaction). (10) The miRNA is hsa-miR-6165 with sequence CAGCAGGAGGUGAGGGGAG. The protein sequence of the target gene is MDSDSCAAAFHPEEYSPTCKRRRTVEDFNKFCTFVLAYAGYIPYPKEELPLRSSPSPANSTAGTIDSDGWDTGFSDITPSVPDRCFSHLQPSLLQRAKPSNYLLDRKTTDKLKKKKRRKRRDSDIPVKEGFRESLLKLEAADPYVETPSSPTMQDIPQASADPCSGWDSDTPSSGSCATVSPDQVTEIKTEGKRTIVRQGKQVVFRDEDSTGNDEDIMVDSDDDSWDLVTCFCMKPFAGRPMIECNECHTWIHLSCAKIRKSNVPEVFVCQKCRDSKFDIRRSNRSRMGSRKLFLD. Result: 0 (no interaction).